Dataset: Reaction yield outcomes from USPTO patents with 853,638 reactions. Task: Predict the reaction yield, written as a fraction of the theoretical maximum amount of product (1.0 means a 100% yield; for example, 0.34 means a 34% yield). (1) The reactants are [CH3:1][N:2]1[CH2:7][CH2:6][C:5]2[O:8][C:9]([C:11]3[CH:16]=[CH:15][C:14]([OH:17])=[CH:13][CH:12]=3)=[N:10][C:4]=2[CH2:3]1.C(=O)([O-])[O-].[K+].[K+].[Cl:24][CH2:25][CH2:26][CH2:27]Br. The catalyst is CC(=O)CC. The product is [Cl:24][CH2:25][CH2:26][CH2:27][O:17][C:14]1[CH:15]=[CH:16][C:11]([C:9]2[O:8][C:5]3[CH2:6][CH2:7][N:2]([CH3:1])[CH2:3][C:4]=3[N:10]=2)=[CH:12][CH:13]=1. The yield is 1.00. (2) The reactants are O[CH2:2][C:3]1[CH:12]=[N:11][C:10]2[N:9]3[CH2:13][CH2:14][CH2:15][CH2:16][C@H:8]3[C:7](=[O:17])[NH:6][C:5]=2[CH:4]=1.[Cl:18][C:19]1[CH:20]=[C:21]([CH:28]=[CH:29][C:30]=1[N:31]1[CH2:36][CH2:35][NH:34][CH2:33][CH2:32]1)[C:22]([NH:24][CH:25]1[CH2:27][CH2:26]1)=[O:23].[I-].C(C[P+](C)(C)C)#N.C(N(CC)C(C)C)(C)C. The catalyst is C(#N)CC. The product is [Cl:18][C:19]1[CH:20]=[C:21]([CH:28]=[CH:29][C:30]=1[N:31]1[CH2:32][CH2:33][N:34]([CH2:2][C:3]2[CH:12]=[N:11][C:10]3[N:9]4[CH2:13][CH2:14][CH2:15][CH2:16][C@H:8]4[C:7](=[O:17])[NH:6][C:5]=3[CH:4]=2)[CH2:35][CH2:36]1)[C:22]([NH:24][CH:25]1[CH2:27][CH2:26]1)=[O:23]. The yield is 0.860. (3) The reactants are COC1C=C(OC)C=CC=1C[N:6]([C:30]1[S:34][N:33]=[CH:32][N:31]=1)[S:7]([C:10]1[CH:15]=[C:14]([F:16])[C:13]([O:17][C@H:18]2[CH2:22][CH2:21][CH2:20][C@@H:19]2[C:23]2[CH:28]=[CH:27][CH:26]=[CH:25][CH:24]=2)=[CH:12][C:11]=1[F:29])(=[O:9])=[O:8].C([SiH](CC)CC)C.FC(F)(F)C(O)=O. The catalyst is ClCCl. The product is [F:29][C:11]1[CH:12]=[C:13]([O:17][C@H:18]2[CH2:22][CH2:21][CH2:20][C@@H:19]2[C:23]2[CH:24]=[CH:25][CH:26]=[CH:27][CH:28]=2)[C:14]([F:16])=[CH:15][C:10]=1[S:7]([NH:6][C:30]1[S:34][N:33]=[CH:32][N:31]=1)(=[O:9])=[O:8]. The yield is 0.950. (4) No catalyst specified. The product is [ClH:19].[CH2:1]([C:3]1[C:8](=[O:9])[NH:7][C:6]([CH3:10])=[C:5]([C:11]2[S:15][C:14]([S:16]([N:29]3[CH2:30][CH2:31][CH:26]([N:20]4[CH2:25][CH2:24][CH2:23][CH2:22][CH2:21]4)[CH2:27][CH2:28]3)(=[O:18])=[O:17])=[CH:13][CH:12]=2)[CH:4]=1)[CH3:2]. The yield is 0.930. The reactants are [CH2:1]([C:3]1[C:8](=[O:9])[NH:7][C:6]([CH3:10])=[C:5]([C:11]2[S:15][C:14]([S:16]([Cl:19])(=[O:18])=[O:17])=[CH:13][CH:12]=2)[CH:4]=1)[CH3:2].[N:20]1([CH:26]2[CH2:31][CH2:30][NH:29][CH2:28][CH2:27]2)[CH2:25][CH2:24][CH2:23][CH2:22][CH2:21]1. (5) The reactants are [CH3:1][O:2][C:3]1[CH:4]=[C:5]2[C:10](=[CH:11][C:12]=1[O:13][CH3:14])[N:9]=[CH:8][N:7]=[C:6]2[O:15][C:16]1[CH:22]=[CH:21][C:19]([NH2:20])=[CH:18][CH:17]=1.C(N(CC)CC)C.Cl[C:31](Cl)([O:33]C(=O)OC(Cl)(Cl)Cl)Cl.[NH2:42][C:43]1[O:47][N:46]=[C:45]([CH3:48])[CH:44]=1. The catalyst is C(Cl)(Cl)Cl.O. The product is [CH3:1][O:2][C:3]1[CH:4]=[C:5]2[C:10](=[CH:11][C:12]=1[O:13][CH3:14])[N:9]=[CH:8][N:7]=[C:6]2[O:15][C:16]1[CH:22]=[CH:21][C:19]([NH:20][C:31]([NH:42][C:43]2[O:47][N:46]=[C:45]([CH3:48])[CH:44]=2)=[O:33])=[CH:18][CH:17]=1. The yield is 0.173. (6) The reactants are [CH3:1][S:2]([NH:5][C:6]1[CH:21]=[CH:20][C:9]2[NH:10][C:11]([CH2:16][C:17](O)=[O:18])=[N:12][S:13](=[O:15])(=[O:14])[C:8]=2[CH:7]=1)(=[O:4])=[O:3].Cl.CN(C)CCCN=C=NCC.CN1CCOCC1.C(O[C:44]([C@H:46]1[C@@H:51]([NH:52][CH2:53][C:54]2[CH:59]=[CH:58][CH:57]=[CH:56][CH:55]=2)[C@H:50]2[CH2:60][C@@H:47]1[CH2:48][CH2:49]2)=[O:45])C.[O-]CC.[Na+].C(O)C. The catalyst is CN(C)C=O. The product is [CH2:53]([N:52]1[C:17](=[O:18])[C:16]([C:11]2[NH:10][C:9]3[CH:20]=[CH:21][C:6]([NH:5][S:2]([CH3:1])(=[O:4])=[O:3])=[CH:7][C:8]=3[S:13](=[O:15])(=[O:14])[N:12]=2)=[C:44]([OH:45])[C@H:46]2[C@@H:51]1[C@H:50]1[CH2:60][C@@H:47]2[CH2:48][CH2:49]1)[C:54]1[CH:55]=[CH:56][CH:57]=[CH:58][CH:59]=1. The yield is 0.370.